From a dataset of Full USPTO retrosynthesis dataset with 1.9M reactions from patents (1976-2016). Predict the reactants needed to synthesize the given product. (1) Given the product [CH3:1][O:2][C:3]1[CH:4]=[C:5]2[C:10](=[CH:11][C:12]=1[O:13][CH3:14])[CH:9]=[C:8]([C:15]#[C:16][C:17]([OH:19])=[O:18])[CH2:7][CH2:6]2, predict the reactants needed to synthesize it. The reactants are: [CH3:1][O:2][C:3]1[CH:4]=[C:5]2[C:10](=[CH:11][C:12]=1[O:13][CH3:14])[CH:9]=[C:8]([C:15]#[C:16][C:17]([O:19]CC)=[O:18])[CH2:7][CH2:6]2.[OH-].[K+].Cl. (2) Given the product [Cl:32][C:33]1[CH:38]=[CH:37][C:36]([Cl:39])=[CH:35][C:34]=1[CH2:40][C:41]([N:13]1[CH2:14][CH2:15][CH:10]([C:7]2[S:8][CH:9]=[C:5]([C:3]([N:2]([CH3:1])[C@@H:16]([C:19]3[CH:20]=[CH:21][CH:22]=[CH:23][CH:24]=3)[CH2:17][CH3:18])=[O:4])[N:6]=2)[CH2:11][CH2:12]1)=[O:42], predict the reactants needed to synthesize it. The reactants are: [CH3:1][N:2]([C@@H:16]([C:19]1[CH:24]=[CH:23][CH:22]=[CH:21][CH:20]=1)[CH2:17][CH3:18])[C:3]([C:5]1[N:6]=[C:7]([CH:10]2[CH2:15][CH2:14][NH:13][CH2:12][CH2:11]2)[S:8][CH:9]=1)=[O:4].C(N(CC)CC)C.[Cl:32][C:33]1[CH:38]=[CH:37][C:36]([Cl:39])=[CH:35][C:34]=1[CH2:40][C:41](O)=[O:42].Cl.CN(C)CCCN=C=NCC.